From a dataset of Reaction yield outcomes from USPTO patents with 853,638 reactions. Predict the reaction yield, written as a fraction of the theoretical maximum amount of product (1.0 means a 100% yield; for example, 0.34 means a 34% yield). The reactants are [CH2:1]([O:8][C:9]1[CH:14]=[CH:13][C:12]([CH:15]([NH:25][CH2:26][CH:27]([O:30][CH3:31])[O:28][CH3:29])[CH2:16][C:17]2[CH:22]=[CH:21][CH:20]=[C:19](OC)[CH:18]=2)=[CH:11][C:10]=1[O:32][CH3:33])[C:2]1[CH:7]=[CH:6][CH:5]=[CH:4][CH:3]=1.C(=O)([O-])[O-].[K+].[K+].Cl[C:41]([O:43][CH2:44][CH3:45])=[O:42].C(OCC)(=O)C.CCCCCC. The catalyst is O1CCCC1.O.C(OCC)C. The product is [CH2:44]([O:43][C:41](=[O:42])[N:25]([CH:15]([C:12]1[CH:13]=[CH:14][C:9]([O:8][CH2:1][C:2]2[CH:3]=[CH:4][CH:5]=[CH:6][CH:7]=2)=[C:10]([O:32][CH3:33])[CH:11]=1)[CH2:16][C:17]1[CH:22]=[CH:21][CH:20]=[CH:19][CH:18]=1)[CH2:26][CH:27]([O:28][CH3:29])[O:30][CH3:31])[CH3:45]. The yield is 0.670.